Dataset: TCR-epitope binding with 47,182 pairs between 192 epitopes and 23,139 TCRs. Task: Binary Classification. Given a T-cell receptor sequence (or CDR3 region) and an epitope sequence, predict whether binding occurs between them. (1) The epitope is VLAWLYAAV. The TCR CDR3 sequence is CASSYGQEAFF. Result: 0 (the TCR does not bind to the epitope). (2) The epitope is IPRRNVATL. The TCR CDR3 sequence is CASSSPWTGREKLFF. Result: 0 (the TCR does not bind to the epitope). (3) The TCR CDR3 sequence is CATSDARGEQFF. The epitope is VLWAHGFEL. Result: 1 (the TCR binds to the epitope). (4) The epitope is LPPIVAKEI. The TCR CDR3 sequence is CASSESSGNEQFF. Result: 0 (the TCR does not bind to the epitope). (5) The epitope is FPPTSFGPL. Result: 0 (the TCR does not bind to the epitope). The TCR CDR3 sequence is CASSGGGTEAFF. (6) The epitope is RTLNAWVKV. The TCR CDR3 sequence is CASRGGQGSTEAFF. Result: 0 (the TCR does not bind to the epitope).